This data is from Forward reaction prediction with 1.9M reactions from USPTO patents (1976-2016). The task is: Predict the product of the given reaction. (1) Given the reactants [F:1][C:2]1[CH:3]=[CH:4][C:5]([N+:16]([O-:18])=[O:17])=[C:6](OS(C(F)(F)F)(=O)=O)[CH:7]=1.[C:19]1(B(O)O)[CH:24]=[CH:23][CH:22]=[CH:21][CH:20]=1.[O-]P([O-])([O-])=O.[K+].[K+].[K+], predict the reaction product. The product is: [F:1][C:2]1[CH:3]=[CH:4][C:5]([N+:16]([O-:18])=[O:17])=[C:6]([C:19]2[CH:24]=[CH:23][CH:22]=[CH:21][CH:20]=2)[CH:7]=1. (2) Given the reactants [F:1][C:2]1([CH2:16][OH:17])[CH2:7][CH2:6][C:5]2([O:11][C:10]3[CH:12]=[CH:13][CH:14]=[CH:15][C:9]=3[O:8]2)[CH2:4][CH2:3]1.[H-].[Na+].[Cl:20][C:21]1[CH:22]=[C:23]([S:28]([NH2:31])(=[O:30])=[O:29])[CH:24]=[N:25][C:26]=1Cl.[NH4+].[Cl-], predict the reaction product. The product is: [Cl:20][C:21]1[CH:22]=[C:23]([S:28]([NH2:31])(=[O:30])=[O:29])[CH:24]=[N:25][C:26]=1[O:17][CH2:16][C:2]1([F:1])[CH2:3][CH2:4][C:5]2([O:8][C:9]3[CH:15]=[CH:14][CH:13]=[CH:12][C:10]=3[O:11]2)[CH2:6][CH2:7]1.